Dataset: Reaction yield outcomes from USPTO patents with 853,638 reactions. Task: Predict the reaction yield, written as a fraction of the theoretical maximum amount of product (1.0 means a 100% yield; for example, 0.34 means a 34% yield). The reactants are Br[C:2]1[CH:11]=[C:10]([O:12][CH:13]([CH3:15])[CH3:14])[C:9]([CH3:16])=[C:8]2[C:3]=1[CH:4]=[CH:5][NH:6][C:7]2=[O:17].[CH3:18][N:19]1[CH:23]=[C:22](B2OC(C)(C)C(C)(C)O2)[CH:21]=[N:20]1. The catalyst is C([O-])([O-])=O.[Na+].[Na+].COCCOC.C1C=CC([P]([Pd]([P](C2C=CC=CC=2)(C2C=CC=CC=2)C2C=CC=CC=2)([P](C2C=CC=CC=2)(C2C=CC=CC=2)C2C=CC=CC=2)[P](C2C=CC=CC=2)(C2C=CC=CC=2)C2C=CC=CC=2)(C2C=CC=CC=2)C2C=CC=CC=2)=CC=1. The product is [CH3:16][C:9]1[C:10]([O:12][CH:13]([CH3:15])[CH3:14])=[CH:11][C:2]([C:22]2[CH:21]=[N:20][N:19]([CH3:18])[CH:23]=2)=[C:3]2[C:8]=1[C:7](=[O:17])[NH:6][CH:5]=[CH:4]2. The yield is 0.929.